This data is from Reaction yield outcomes from USPTO patents with 853,638 reactions. The task is: Predict the reaction yield, written as a fraction of the theoretical maximum amount of product (1.0 means a 100% yield; for example, 0.34 means a 34% yield). (1) The reactants are C[N:2](C)/[CH:3]=[C:4](/[N:7]1[CH:11]=[CH:10][N:9]=[CH:8]1)\[C:5]#[N:6].O.[NH2:14]N.Cl. The catalyst is C(O)C. The product is [N:7]1([C:4]2[CH:3]=[N:2][NH:6][C:5]=2[NH2:14])[CH:11]=[CH:10][N:9]=[CH:8]1. The yield is 0.544. (2) The reactants are [NH:1]1[CH2:6][CH2:5][CH2:4][C@H:3]([N:7]2[CH:11]=[C:10]([O:12][C:13]3[N:14]=[C:15]([OH:23])[C:16]4[CH:22]=[CH:21][N:20]=[CH:19][C:17]=4[N:18]=3)[CH:9]=[N:8]2)[CH2:2]1.O=C1CCC(=O)N1[O:31][C:32](=O)[CH2:33][C:34]#[N:35]. No catalyst specified. The product is [OH:23][C:15]1[C:16]2[CH:22]=[CH:21][N:20]=[CH:19][C:17]=2[N:18]=[C:13]([O:12][C:10]2[CH:9]=[N:8][N:7]([C@H:3]3[CH2:4][CH2:5][CH2:6][N:1]([C:32](=[O:31])[CH2:33][C:34]#[N:35])[CH2:2]3)[CH:11]=2)[N:14]=1. The yield is 0.210. (3) The reactants are Cl.[Br:2][C:3]1[CH:4]=[C:5]2[C:10](=[CH:11][N:12]=1)[N:9]([C@H:13]1[CH2:18][CH2:17][CH2:16][NH:15][CH2:14]1)[CH:8]=[C:7]([C:19]([O:21][CH2:22][CH3:23])=[O:20])[C:6]2=[O:24].Cl.Cl[CH2:27][CH2:28][N:29]1[CH2:34][CH2:33][O:32][CH2:31][CH2:30]1.[I-].[Na+].C(=O)([O-])[O-].[K+].[K+]. The catalyst is C(#N)C.C(OCC)(=O)C. The product is [Br:2][C:3]1[CH:4]=[C:5]2[C:10](=[CH:11][N:12]=1)[N:9]([C@H:13]1[CH2:18][CH2:17][CH2:16][N:15]([CH2:27][CH2:28][N:29]3[CH2:34][CH2:33][O:32][CH2:31][CH2:30]3)[CH2:14]1)[CH:8]=[C:7]([C:19]([O:21][CH2:22][CH3:23])=[O:20])[C:6]2=[O:24]. The yield is 0.430. (4) The reactants are [F:1][C:2]1[CH:7]=[C:6]([O:8][C:9]2[CH:14]=[CH:13][N:12]=[C:11]([NH:15][C:16]([N:18]3[CH2:21][CH:20]([OH:22])[CH2:19]3)=[O:17])[CH:10]=2)[C:5]([F:23])=[CH:4][C:3]=1[NH:24][C:25]([C:27]1([C:30]([O:32]CC2C=CC=CC=2)=[O:31])[CH2:29][CH2:28]1)=[O:26].CO.[H][H].[CH2:44]([N:46]([CH2:49][CH3:50])[CH2:47][CH3:48])[CH3:45]. The catalyst is O1CCCC1.[Pd]. The product is [CH2:44]([N:46]([CH2:49][CH3:50])[CH2:47][CH3:48])[CH3:45].[F:1][C:2]1[CH:7]=[C:6]([O:8][C:9]2[CH:14]=[CH:13][N:12]=[C:11]([NH:15][C:16]([N:18]3[CH2:19][CH:20]([OH:22])[CH2:21]3)=[O:17])[CH:10]=2)[C:5]([F:23])=[CH:4][C:3]=1[NH:24][C:25]([C:27]1([C:30]([OH:32])=[O:31])[CH2:29][CH2:28]1)=[O:26]. The yield is 0.880. (5) The reactants are [Cl:1][C:2]1[CH:10]=[C:6]([C:7]([OH:9])=[O:8])[C:5]([OH:11])=[CH:4][CH:3]=1.C(=O)([O-])[O-].[K+].[K+].I[CH2:19][CH3:20].[OH-].[Na+]. The catalyst is C(#N)C.O. The product is [Cl:1][C:2]1[CH:3]=[CH:4][C:5]([O:11][CH2:19][CH3:20])=[C:6]([CH:10]=1)[C:7]([OH:9])=[O:8]. The yield is 0.900. (6) The reactants are C([NH:5][S:6]([C:9]1[CH:10]=[C:11]([C:15]2[CH:20]=[CH:19][CH:18]=[C:17]([C:21]3[N:26]=[C:25]([CH3:27])[CH:24]=[C:23]([C:28]4[CH:33]=[CH:32][C:31]([C:34]([F:37])([F:36])[F:35])=[CH:30][CH:29]=4)[N:22]=3)[CH:16]=2)[CH:12]=[CH:13][CH:14]=1)(=[O:8])=[O:7])(C)(C)C.C(O)(C(F)(F)F)=O. The catalyst is ClCCl. The product is [CH3:27][C:25]1[CH:24]=[C:23]([C:28]2[CH:33]=[CH:32][C:31]([C:34]([F:37])([F:35])[F:36])=[CH:30][CH:29]=2)[N:22]=[C:21]([C:17]2[CH:16]=[C:15]([C:11]3[CH:12]=[CH:13][CH:14]=[C:9]([S:6]([NH2:5])(=[O:8])=[O:7])[CH:10]=3)[CH:20]=[CH:19][CH:18]=2)[N:26]=1. The yield is 0.900. (7) The reactants are [CH2:1]([O:3][C:4](=[O:15])[CH2:5][N:6]1[C:11]([CH3:12])=[CH:10][N:9]=[C:8](Br)[C:7]1=[O:14])[CH3:2].[N:16]1[CH:21]=[CH:20][CH:19]=[CH:18][C:17]=1[O:22][CH2:23][CH2:24][NH2:25]. The catalyst is C(O)C.O. The product is [CH2:1]([O:3][C:4](=[O:15])[CH2:5][N:6]1[C:11]([CH3:12])=[CH:10][N:9]=[C:8]([NH:25][CH2:24][CH2:23][O:22][C:17]2[CH:18]=[CH:19][CH:20]=[CH:21][N:16]=2)[C:7]1=[O:14])[CH3:2]. The yield is 0.260. (8) The product is [C:1]1([C:7]2[CH:8]=[C:9]([C:13]3[CH:14]=[CH:15][C:16]([C:19]4[C:32]5[C:27]([C:26]([C:34]6[CH:39]=[CH:38][C:37]([C:40]7[CH:45]=[CH:44][CH:43]=[C:42]([C:46]8[CH:51]=[CH:50][CH:49]=[CH:48][CH:47]=8)[CH:41]=7)=[CH:36][CH:35]=6)=[C:25]6[C:20]=4[CH:21]=[CH:22][CH:23]=[CH:24]6)=[CH:28][CH:29]=[CH:30][CH:31]=5)=[CH:17][CH:18]=3)[CH:10]=[CH:11][CH:12]=2)[CH:2]=[CH:3][CH:4]=[CH:5][CH:6]=1. The yield is 0.790. The reactants are [C:1]1([C:7]2[CH:8]=[C:9]([C:13]3[CH:18]=[CH:17][C:16]([C:19]4(O)[C:32]5[CH:31]=[CH:30][CH:29]=[CH:28][C:27]=5[C:26]([C:34]5[CH:39]=[CH:38][C:37]([C:40]6[CH:45]=[CH:44][CH:43]=[C:42]([C:46]7[CH:51]=[CH:50][CH:49]=[CH:48][CH:47]=7)[CH:41]=6)=[CH:36][CH:35]=5)(O)[C:25]5[C:20]4=[CH:21][CH:22]=[CH:23][CH:24]=5)=[CH:15][CH:14]=3)[CH:10]=[CH:11][CH:12]=2)[CH:6]=[CH:5][CH:4]=[CH:3][CH:2]=1.I.[PH2](O)=O. The catalyst is C(O)(=O)C.